This data is from NCI-60 drug combinations with 297,098 pairs across 59 cell lines. The task is: Regression. Given two drug SMILES strings and cell line genomic features, predict the synergy score measuring deviation from expected non-interaction effect. (1) Drug 1: C1CCN(CC1)CCOC2=CC=C(C=C2)C(=O)C3=C(SC4=C3C=CC(=C4)O)C5=CC=C(C=C5)O. Drug 2: CN1C(=O)N2C=NC(=C2N=N1)C(=O)N. Cell line: OVCAR-4. Synergy scores: CSS=-7.23, Synergy_ZIP=4.45, Synergy_Bliss=1.07, Synergy_Loewe=-3.34, Synergy_HSA=-4.78. (2) Drug 1: CCN(CC)CCCC(C)NC1=C2C=C(C=CC2=NC3=C1C=CC(=C3)Cl)OC. Drug 2: CC1C(C(CC(O1)OC2CC(CC3=C2C(=C4C(=C3O)C(=O)C5=C(C4=O)C(=CC=C5)OC)O)(C(=O)CO)O)N)O.Cl. Cell line: NCI-H322M. Synergy scores: CSS=35.2, Synergy_ZIP=-4.95, Synergy_Bliss=-5.47, Synergy_Loewe=-6.64, Synergy_HSA=-2.17. (3) Drug 1: CCC1=C2CN3C(=CC4=C(C3=O)COC(=O)C4(CC)O)C2=NC5=C1C=C(C=C5)O. Drug 2: N.N.Cl[Pt+2]Cl. Cell line: 786-0. Synergy scores: CSS=81.2, Synergy_ZIP=1.24, Synergy_Bliss=2.47, Synergy_Loewe=1.74, Synergy_HSA=5.38. (4) Drug 1: CC1C(C(CC(O1)OC2CC(CC3=C2C(=C4C(=C3O)C(=O)C5=C(C4=O)C(=CC=C5)OC)O)(C(=O)CO)O)N)O.Cl. Drug 2: C(CCl)NC(=O)N(CCCl)N=O. Cell line: NCIH23. Synergy scores: CSS=3.15, Synergy_ZIP=-0.686, Synergy_Bliss=-0.827, Synergy_Loewe=-0.449, Synergy_HSA=-1.54. (5) Drug 1: C1=CC(=CC=C1CCCC(=O)O)N(CCCl)CCCl. Drug 2: CCC1(CC2CC(C3=C(CCN(C2)C1)C4=CC=CC=C4N3)(C5=C(C=C6C(=C5)C78CCN9C7C(C=CC9)(C(C(C8N6C)(C(=O)OC)O)OC(=O)C)CC)OC)C(=O)OC)O.OS(=O)(=O)O. Cell line: HCT116. Synergy scores: CSS=72.2, Synergy_ZIP=0.408, Synergy_Bliss=0.537, Synergy_Loewe=-13.8, Synergy_HSA=3.51. (6) Drug 1: CC(C1=C(C=CC(=C1Cl)F)Cl)OC2=C(N=CC(=C2)C3=CN(N=C3)C4CCNCC4)N. Drug 2: C1CN(CCN1C(=O)CCBr)C(=O)CCBr. Cell line: KM12. Synergy scores: CSS=40.2, Synergy_ZIP=-2.86, Synergy_Bliss=-2.44, Synergy_Loewe=0.831, Synergy_HSA=2.64. (7) Drug 1: C1CCC(C1)C(CC#N)N2C=C(C=N2)C3=C4C=CNC4=NC=N3. Drug 2: CCN(CC)CCNC(=O)C1=C(NC(=C1C)C=C2C3=C(C=CC(=C3)F)NC2=O)C. Cell line: OVCAR-8. Synergy scores: CSS=1.10, Synergy_ZIP=2.16, Synergy_Bliss=2.54, Synergy_Loewe=-0.642, Synergy_HSA=-0.242.